Task: Predict which catalyst facilitates the given reaction.. Dataset: Catalyst prediction with 721,799 reactions and 888 catalyst types from USPTO (1) Reactant: [C:1]([N:8]1[CH2:13][CH2:12][NH:11][CH2:10][CH2:9]1)([O:3][C:4]([CH3:7])([CH3:6])[CH3:5])=[O:2].Cl[CH2:15][C:16]1[N:20]=[CH:19][O:18][N:17]=1.C(N(CC)CC)C. Product: [O:18]1[CH:19]=[N:20][C:16]([CH2:15][N:11]2[CH2:10][CH2:9][N:8]([C:1]([O:3][C:4]([CH3:7])([CH3:6])[CH3:5])=[O:2])[CH2:13][CH2:12]2)=[N:17]1. The catalyst class is: 2. (2) Reactant: [C:1]([C:4]1[CH:5]=[C:6]2[C:10](=[CH:11][CH:12]=1)[C:9]1([CH2:15][N:14]([C:16]([O:18][C:19]([CH3:22])([CH3:21])[CH3:20])=[O:17])[CH2:13]1)[O:8][CH2:7]2)(=[O:3])[CH3:2].[F:23][C:24]([F:37])([F:36])[C:25]([C:27]1[CH:32]=[C:31]([Cl:33])[C:30](Cl)=[C:29]([Cl:35])[CH:28]=1)=O.C([O-])([O-])=O.[Cs+].[Cs+].[F:44]C(F)(F)C1C=CC=CC=1. Product: [Cl:35][C:29]1[CH:28]=[C:27]([C:25]([C:24]([F:37])([F:36])[F:23])=[CH:2][C:1]([C:4]2[CH:5]=[C:6]3[C:10](=[CH:11][CH:12]=2)[C:9]2([CH2:13][N:14]([C:16]([O:18][C:19]([CH3:22])([CH3:21])[CH3:20])=[O:17])[CH2:15]2)[O:8][CH2:7]3)=[O:3])[CH:32]=[C:31]([Cl:33])[C:30]=1[F:44]. The catalyst class is: 11. (3) Reactant: [NH2:1][C:2]1[CH:10]=[CH:9][CH:8]=[C:7]2[C:3]=1[C:4]([O:20][C:21]1[CH:26]=[CH:25][C:24]([Cl:27])=[CH:23][CH:22]=1)=[C:5]([CH3:19])[N:6]2[CH2:11][C:12]([O:14][C:15]([CH3:18])([CH3:17])[CH3:16])=[O:13].C(N(CC)CC)C.[C:35](Cl)(=[O:37])[CH3:36]. The catalyst class is: 23. Product: [C:35]([NH:1][C:2]1[CH:10]=[CH:9][CH:8]=[C:7]2[C:3]=1[C:4]([O:20][C:21]1[CH:22]=[CH:23][C:24]([Cl:27])=[CH:25][CH:26]=1)=[C:5]([CH3:19])[N:6]2[CH2:11][C:12]([O:14][C:15]([CH3:17])([CH3:18])[CH3:16])=[O:13])(=[O:37])[CH3:36]. (4) Reactant: [Cl:1][C:2]1[C:3]2[CH:10]=[CH:9][NH:8][C:4]=2[N:5]=[CH:6][N:7]=1.C(O)(=O)C.[B-](F)(F)(F)[F:16].[B-](F)(F)(F)F.C1[N+]2(CCl)CC[N+](F)(CC2)C1. Product: [Cl:1][C:2]1[C:3]2[C:10]([F:16])=[CH:9][NH:8][C:4]=2[N:5]=[CH:6][N:7]=1. The catalyst class is: 10. (5) Reactant: CC1(C)CCCC(C)(C)N1.[Li]CCCC.[F:16][C:17]1[CH:18]=[N:19][CH:20]=[CH:21][CH:22]=1.[CH2:23]([Sn:27]([CH2:33][CH2:34][CH2:35][CH3:36])([CH2:29][CH2:30][CH2:31][CH3:32])Cl)[CH2:24][CH2:25][CH3:26].[NH4+].[Cl-]. Product: [F:16][C:17]1[C:18]([Sn:27]([CH2:29][CH2:30][CH2:31][CH3:32])([CH2:33][CH2:34][CH2:35][CH3:36])[CH2:23][CH2:24][CH2:25][CH3:26])=[N:19][CH:20]=[CH:21][CH:22]=1. The catalyst class is: 28. (6) Reactant: [F:1][C:2]1[CH:7]=[CH:6][C:5]([C:8]2([CH2:14][C:15]#[N:16])[CH2:13][CH2:12][O:11][CH2:10][CH2:9]2)=[CH:4][CH:3]=1.[H-].[H-].[H-].[H-].[Li+].[Al+3]. Product: [F:1][C:2]1[CH:7]=[CH:6][C:5]([C:8]2([CH2:14][CH2:15][NH2:16])[CH2:13][CH2:12][O:11][CH2:10][CH2:9]2)=[CH:4][CH:3]=1. The catalyst class is: 28.